Dataset: Experimentally validated miRNA-target interactions with 360,000+ pairs, plus equal number of negative samples. Task: Binary Classification. Given a miRNA mature sequence and a target amino acid sequence, predict their likelihood of interaction. (1) Result: 1 (interaction). The protein sequence of the target gene is MGRAVKVLQLFKTLHRTRQQVFKNDARALEAARIKINEEFKNNKSETSSKKIEELMKIGSDVELLLRTSVIQGIHTDHNTLKLVPRKDLLVENVPYCDAPTQKQ. The miRNA is hsa-miR-4778-5p with sequence AAUUCUGUAAAGGAAGAAGAGG. (2) The miRNA is hsa-miR-27b-3p with sequence UUCACAGUGGCUAAGUUCUGC. The protein sequence of the target gene is MKVKMLSRNPDNYVRETKLDLQRVPRNYDPALHPFEVPREYIRALNATKLERVFAKPFLASLDGHRDGVNCLAKHPEKLATVLSGACDGEVRIWNLTQRNCIRTIQAHEGFVRGICTRFCGTSFFTVGDDKTVKQWKMDGPGYGDEEEPLHTILGKTVYTGIDHHWKEAVFATCGQQVDIWDEQRTNPICSMTWGFDSISSVKFNPIETFLLGSCASDRNIVLYDMRQATPLKKVILDMRTNTICWNPMEAFIFTAANEDYNLYTFDMRALDTPVMVHMDHVSAVLDVDYSPTGKEFVSA.... Result: 0 (no interaction). (3) The miRNA is hsa-miR-6760-3p with sequence ACACUGUCCCCUUCUCCCCAG. The protein sequence of the target gene is MALVRGAEPAAGPSRWLPTHVQVTVLRARGLRGKSSGAGSTSDAYTVIQVGREKYSTSVVEKTHGCPEWREECSFELPPGALDGLLRAQEADAGPAPWAASSAAACELVLTTMHRSLIGVDKFLGQATVALDEVFGAGRAQHTQWYKLHSKPGKKEKERGEIEVTIQFTRNNLSASMFDLSMKDKPRSPFSKIRDKMKGKKKYDLESASAILPSSAIEDPDLGSLGKMGKAKGFFLRNKLRKSSLTQSNTSLGSDSTLSSASGSLAYQGPGAELLTRSPSRSSWLSTEGGRDSAQSPKLF.... Result: 1 (interaction). (4) The miRNA is hsa-miR-548f-3p with sequence AAAAACUGUAAUUACUUUU. The protein sequence of the target gene is MELLEEDLTCPICCSLFDDPRVLPCSHNFCKKCLEGILEGSVRNSLWRPAPFKCPTCRKETSATGINSLQVNYSLKGIVEKYNKIKISPKMPVCKGHLGQPLNIFCLTDMQLICGICATRGEHTKHVFCSIEDAYAQERDAFESLFQSFETWRRGDALSRLDTLETSKRKSLQLLTKDSDKVKEFFEKLQHTLDQKKNEILSDFETMKLAVMQAYDPEINKLNTILQEQRMAFNIAEAFKDVSEPIVFLQQMQEFREKIKVIKETPLPPSNLPASPLMKNFDTSQWEDIKLVDVDKLSLP.... Result: 1 (interaction). (5) The miRNA is hsa-miR-3944-3p with sequence UUCGGGCUGGCCUGCUGCUCCGG. The protein sequence of the target gene is MVSSCCGSVCSDQGCGLETCCRPSCCQTTCCRTTCCRPSCCVSSCCRPQCCQSVCCQPTCCRPSCCPSCCQTTCCRTTCCRPSCCVSSCCRPQCCQSVCCQPTCCRPSCSISSCCRPSCCVSRCCRSQCCQSVCCQPTCCRPSCCISSCCRPSCCESSCCRPCCCRPCCCLRPVCGRVSCHTTCYRPTCVISTCPRPLCCASSCC. Result: 0 (no interaction). (6) The miRNA is mmu-miR-669i with sequence UGCAUAUACACACAUGCAUAC. The protein sequence of the target gene is MSFLSRQQPPPTRRVGAAYSLRQKLIFSPGSDCEEEEEEEEEGSGHSTGEDSAFQEPDSPLPSARSPAEAEAERRRRSPGAEPSSPGELEDDLLLQGGGGGAQAAGGGAEGDSWEEEGFGSSSPVKSPSTAYFLSSPFSPVRCGGPGDASPQGCGAPRAMDDPCSPQPDYPSTPPHKTFRKLRLFDTPHTPKSLLSKARVIDSGSVKLRGSSLFMDTEKSGKREFDTRQTPQVNINPFTPDPVLLHSSGRCRGRKRAYFNDSSEDMEASDYEFEDETRPAKRITITESNMKSRYTTEFHE.... Result: 0 (no interaction). (7) The miRNA is hsa-miR-3138 with sequence UGUGGACAGUGAGGUAGAGGGAGU. The protein sequence of the target gene is MYHGMNPSNGDGFLEQQQQQQQPQSPQRLLAVILWFQLALCFGPAQLTGGFDDLQVCADPGIPENGFRTPSGGVFFEGSVARFHCQDGFKLKGATKRLCLKHFNGTLGWIPSDNSICVQEDCRIPQIEDAEIHNKTYRHGEKLIITCHEGFKIRYPDLHNMVSLCRDDGTWNNLPICQGCLRPLASSNGYVNISELQTSFPVGTVISYRCFPGFKLDGSAYLECLQNLIWSSSPPRCLALEVCPLPPMVSHGDFVCHPRPCERYNHGTVVEFYCDPGYSLTSDYKYITCQYGEWFPSYQV.... Result: 0 (no interaction).